Predict which catalyst facilitates the given reaction. From a dataset of Catalyst prediction with 721,799 reactions and 888 catalyst types from USPTO. (1) Reactant: [F:1][C:2]1[CH:7]=[CH:6][C:5]([C:8](=O)[CH2:9][C:10](=O)[CH3:11])=[CH:4][CH:3]=1.Cl.[CH3:15][CH:16]([NH:18][NH2:19])[CH3:17].C(N(CC)CC)C.FC(F)(F)C(O)=O. Product: [F:1][C:2]1[CH:7]=[CH:6][C:5]([C:8]2[N:18]([CH:16]([CH3:17])[CH3:15])[N:19]=[C:10]([CH3:11])[CH:9]=2)=[CH:4][CH:3]=1. The catalyst class is: 41. (2) Reactant: [C:1]1([CH:7]([C:17]2[CH:22]=[CH:21][CH:20]=[CH:19][CH:18]=2)[N:8]2[CH2:11][CH:10](OS(C)(=O)=O)[CH2:9]2)[CH:6]=[CH:5][CH:4]=[CH:3][CH:2]=1.[C:23]1(=[O:33])[NH:27][C:26](=[O:28])[C:25]2=[CH:29][CH:30]=[CH:31][CH:32]=[C:24]12.[K]. Product: [C:1]1([CH:7]([C:17]2[CH:22]=[CH:21][CH:20]=[CH:19][CH:18]=2)[N:8]2[CH2:11][CH:10]([N:27]3[C:26](=[O:28])[C:25]4=[CH:29][CH:30]=[CH:31][CH:32]=[C:24]4[C:23]3=[O:33])[CH2:9]2)[CH:6]=[CH:5][CH:4]=[CH:3][CH:2]=1. The catalyst class is: 9. (3) Reactant: [OH-].[Na+].C1COCC1.[C:8]([C:10]1[CH:11]=[C:12]([CH2:16][CH2:17][CH:18]2[CH2:23][CH2:22][N:21]([C:24]([O:26][C:27]3[CH:28]=[N:29][CH:30]=[C:31]([CH:36]=3)[C:32]([O:34]C)=[O:33])=[O:25])[CH2:20][CH2:19]2)[CH:13]=[CH:14][CH:15]=1)#[N:9].Cl. Product: [C:8]([C:10]1[CH:11]=[C:12]([CH2:16][CH2:17][CH:18]2[CH2:23][CH2:22][N:21]([C:24]([O:26][C:27]3[CH:28]=[N:29][CH:30]=[C:31]([CH:36]=3)[C:32]([OH:34])=[O:33])=[O:25])[CH2:20][CH2:19]2)[CH:13]=[CH:14][CH:15]=1)#[N:9]. The catalyst class is: 6.